From a dataset of NCI-60 drug combinations with 297,098 pairs across 59 cell lines. Regression. Given two drug SMILES strings and cell line genomic features, predict the synergy score measuring deviation from expected non-interaction effect. (1) Cell line: NCI-H226. Drug 2: CN(C)C1=NC(=NC(=N1)N(C)C)N(C)C. Drug 1: CN1CCC(CC1)COC2=C(C=C3C(=C2)N=CN=C3NC4=C(C=C(C=C4)Br)F)OC. Synergy scores: CSS=-4.40, Synergy_ZIP=-1.84, Synergy_Bliss=-6.32, Synergy_Loewe=-19.2, Synergy_HSA=-8.86. (2) Drug 1: C1CCC(C(C1)[NH-])[NH-].C(=O)(C(=O)[O-])[O-].[Pt+4]. Drug 2: CN1C=C(C=N1)C2=C3N=C(C(=C(N3N=C2)N)Br)C4CCCNC4. Cell line: T-47D. Synergy scores: CSS=17.2, Synergy_ZIP=1.29, Synergy_Bliss=1.90, Synergy_Loewe=-6.80, Synergy_HSA=-3.30. (3) Drug 1: CCCCCOC(=O)NC1=NC(=O)N(C=C1F)C2C(C(C(O2)C)O)O. Drug 2: CCN(CC)CCNC(=O)C1=C(NC(=C1C)C=C2C3=C(C=CC(=C3)F)NC2=O)C. Cell line: UO-31. Synergy scores: CSS=3.43, Synergy_ZIP=-2.85, Synergy_Bliss=-3.30, Synergy_Loewe=-0.954, Synergy_HSA=-1.01. (4) Drug 1: C1CCN(CC1)CCOC2=CC=C(C=C2)C(=O)C3=C(SC4=C3C=CC(=C4)O)C5=CC=C(C=C5)O. Drug 2: CCC1=C2CN3C(=CC4=C(C3=O)COC(=O)C4(CC)O)C2=NC5=C1C=C(C=C5)O. Cell line: HOP-62. Synergy scores: CSS=36.1, Synergy_ZIP=3.15, Synergy_Bliss=1.92, Synergy_Loewe=-53.5, Synergy_HSA=-1.82. (5) Drug 1: CC1=CC=C(C=C1)C2=CC(=NN2C3=CC=C(C=C3)S(=O)(=O)N)C(F)(F)F. Drug 2: CN1C2=C(C=C(C=C2)N(CCCl)CCCl)N=C1CCCC(=O)O.Cl. Cell line: NCI-H322M. Synergy scores: CSS=-1.37, Synergy_ZIP=0.439, Synergy_Bliss=-2.95, Synergy_Loewe=-0.488, Synergy_HSA=-4.58. (6) Drug 1: CC1C(C(CC(O1)OC2CC(OC(C2O)C)OC3=CC4=CC5=C(C(=O)C(C(C5)C(C(=O)C(C(C)O)O)OC)OC6CC(C(C(O6)C)O)OC7CC(C(C(O7)C)O)OC8CC(C(C(O8)C)O)(C)O)C(=C4C(=C3C)O)O)O)O. Drug 2: CCCCC(=O)OCC(=O)C1(CC(C2=C(C1)C(=C3C(=C2O)C(=O)C4=C(C3=O)C=CC=C4OC)O)OC5CC(C(C(O5)C)O)NC(=O)C(F)(F)F)O. Cell line: PC-3. Synergy scores: CSS=52.6, Synergy_ZIP=2.29, Synergy_Bliss=0.968, Synergy_Loewe=-2.23, Synergy_HSA=2.84.